From a dataset of Reaction yield outcomes from USPTO patents with 853,638 reactions. Predict the reaction yield, written as a fraction of the theoretical maximum amount of product (1.0 means a 100% yield; for example, 0.34 means a 34% yield). (1) The reactants are [CH:1]12[CH2:9][CH:5]([O:6][C:7]1=[O:8])[CH:4]=[CH:3][CH2:2]2.[CH2:10]([NH2:17])[C:11]1[CH:16]=[CH:15][CH:14]=[CH:13][CH:12]=1. No catalyst specified. The product is [CH2:10]([NH:17][C:7]([CH:1]1[CH2:9][CH:5]([OH:6])[CH:4]=[CH:3][CH2:2]1)=[O:8])[C:11]1[CH:16]=[CH:15][CH:14]=[CH:13][CH:12]=1. The yield is 0.780. (2) The reactants are [NH2:1][C:2]1[CH:30]=[CH:29][C:5]2[NH:6][C:7]([C:12]3[C:13](=[O:28])[N:14]([CH2:23][CH2:24][CH:25]([CH3:27])[CH3:26])[C:15]4[C:20]([C:21]=3[OH:22])=[CH:19][CH:18]=[CH:17][N:16]=4)=[N:8][S:9](=[O:11])(=[O:10])[C:4]=2[CH:3]=1.[C:31]1([S:37](Cl)(=[O:39])=[O:38])[CH:36]=[CH:35][CH:34]=[CH:33][CH:32]=1. The catalyst is N1C=CC=CC=1.C(OCC)(=O)C. The product is [OH:22][C:21]1[C:20]2[C:15](=[N:16][CH:17]=[CH:18][CH:19]=2)[N:14]([CH2:23][CH2:24][CH:25]([CH3:27])[CH3:26])[C:13](=[O:28])[C:12]=1[C:7]1[NH:6][C:5]2[CH:29]=[CH:30][C:2]([NH:1][S:37]([C:31]3[CH:36]=[CH:35][CH:34]=[CH:33][CH:32]=3)(=[O:39])=[O:38])=[CH:3][C:4]=2[S:9](=[O:11])(=[O:10])[N:8]=1. The yield is 0.690. (3) The reactants are Br[C:2]1[C:11]([CH:12](F)[F:13])=C[CH:9]2[CH:4](CCC[N:8]2[C:15]2[C:19]3[CH2:20][N:21](C(OC(C)(C)C)=O)[CH2:22][CH2:23]C=3[N:17]([CH:31]3[CH2:36][CH2:35]OCC3)[N:16]=2)[CH:3]=1.[CH3:37][N:38]1[CH:42]=[C:41](B2OC(C)(C)C(C)(C)O2)[CH:40]=[N:39]1.C([O-])([O-])=O.[Na+].[Na+].[OH2:58]. The catalyst is O1CCOCC1.C1C=CC(P(C2C=CC=CC=2)[C-]2C=CC=C2)=CC=1.C1C=CC(P(C2C=CC=CC=2)[C-]2C=CC=C2)=CC=1.Cl[Pd]Cl.[Fe+2]. The product is [F:13][C:12]1[CH:11]=[C:2]([C:41]2[CH:40]=[N:39][N:38]([CH3:37])[CH:42]=2)[CH:3]=[CH:4][C:9]=1[NH:8][C:15]1[C:19]2[CH2:20][N:21]([C:22](=[O:58])[CH3:23])[CH2:35][CH2:36][C:31]=2[NH:17][N:16]=1. The yield is 0.630. (4) The reactants are Br[C:2]1[CH:3]=[C:4]([O:8][CH3:9])[CH:5]=[CH:6][CH:7]=1.[C:10]([OH:14])(=[O:13])[C:11]#[CH:12].[CH:15]1(P(C2CCCCC2)C2C=CC=CC=2C2C(C(C)C)=CC(S([O-])(=O)=O)=CC=2C(C)C)CCCCC1.[Na+].C([O-])([O-])=O.[Cs+].[Cs+]. The catalyst is C(#N)C.O. The product is [CH3:15][O:13][C:10](=[O:14])[C:11]#[C:12][C:2]1[CH:7]=[CH:6][CH:5]=[C:4]([O:8][CH3:9])[CH:3]=1. The yield is 0.690.